This data is from Reaction yield outcomes from USPTO patents with 853,638 reactions. The task is: Predict the reaction yield, written as a fraction of the theoretical maximum amount of product (1.0 means a 100% yield; for example, 0.34 means a 34% yield). (1) The reactants are N1([CH:10]=[O:11])C2C=CC=CC=2N=N1.FC(F)(F)C(O)=O.[N:19]1([C:25]2[N:33]=[C:32]([C:34]3[CH:35]=[N:36][C:37]([NH2:40])=[N:38][CH:39]=3)[N:31]=[C:30]3[C:26]=2[N:27]=[C:28]([N:46]2[CH2:51][CH2:50][NH:49][CH2:48][CH2:47]2)[N:29]3[CH2:41][C:42]([F:45])([F:44])[F:43])[CH2:24][CH2:23][O:22][CH2:21][CH2:20]1. The catalyst is O1CCCC1.C(OCC)(=O)C. The product is [NH2:40][C:37]1[N:36]=[CH:35][C:34]([C:32]2[N:31]=[C:30]3[C:26]([N:27]=[C:28]([N:46]4[CH2:47][CH2:48][N:49]([CH:10]=[O:11])[CH2:50][CH2:51]4)[N:29]3[CH2:41][C:42]([F:44])([F:43])[F:45])=[C:25]([N:19]3[CH2:24][CH2:23][O:22][CH2:21][CH2:20]3)[N:33]=2)=[CH:39][N:38]=1. The yield is 0.560. (2) The reactants are [N:1]1[C:10]2[C:5](=[CH:6][CH:7]=[CH:8][CH:9]=2)[CH:4]=[CH:3][C:2]=1[CH2:11][O:12][C:13]1[CH:18]=[CH:17][C:16]([CH2:19][C:20]([O:22]CC)=[O:21])=[CH:15][CH:14]=1.C1COCC1.O[Li].O.Cl. The catalyst is CO. The product is [N:1]1[C:10]2[C:5](=[CH:6][CH:7]=[CH:8][CH:9]=2)[CH:4]=[CH:3][C:2]=1[CH2:11][O:12][C:13]1[CH:14]=[CH:15][C:16]([CH2:19][C:20]([OH:22])=[O:21])=[CH:17][CH:18]=1. The yield is 0.950. (3) The reactants are [Si]([O:8][C@@H:9]1[C:13]2([CH2:15][CH2:14]2)[C:12](=[O:16])[N:11]([C:17]2[CH:24]=[CH:23][C:20]([C:21]#[N:22])=[C:19]([C:25]([F:28])([F:27])[F:26])[CH:18]=2)[C@H:10]1[CH2:29][CH3:30])(C(C)(C)C)(C)C.CO.Cl.C(=O)([O-])O.[Na+]. The catalyst is O1CCCC1. The product is [CH2:29]([C@H:10]1[C@H:9]([OH:8])[C:13]2([CH2:15][CH2:14]2)[C:12](=[O:16])[N:11]1[C:17]1[CH:24]=[CH:23][C:20]([C:21]#[N:22])=[C:19]([C:25]([F:28])([F:26])[F:27])[CH:18]=1)[CH3:30]. The yield is 0.830. (4) The reactants are N[C:2]1[CH:7]=[CH:6][C:5]([N:8]([C:13]2[C:32]([CH:33]3[CH2:35][CH2:34]3)=[CH:31][C:16]3[C:17]([C:27]([NH:29][CH3:30])=[O:28])=[C:18]([C:20]4[CH:25]=[CH:24][C:23]([Cl:26])=[CH:22][CH:21]=4)[O:19][C:15]=3[CH:14]=2)[S:9]([CH3:12])(=[O:11])=[O:10])=[CH:4][C:3]=1[Cl:36].[BrH:37].N([O-])=O.[Na+]. The catalyst is C(#N)C.O. The product is [Br:37][C:2]1[CH:7]=[CH:6][C:5]([N:8]([C:13]2[C:32]([CH:33]3[CH2:35][CH2:34]3)=[CH:31][C:16]3[C:17]([C:27]([NH:29][CH3:30])=[O:28])=[C:18]([C:20]4[CH:25]=[CH:24][C:23]([Cl:26])=[CH:22][CH:21]=4)[O:19][C:15]=3[CH:14]=2)[S:9]([CH3:12])(=[O:11])=[O:10])=[CH:4][C:3]=1[Cl:36]. The yield is 0.450. (5) The reactants are [NH2:1][C:2]1[CH:9]=[CH:8][C:5]([C:6]#[N:7])=[C:4]([Cl:10])[CH:3]=1.[C:11](Cl)(Cl)=[S:12].O. The catalyst is ClCCCl. The product is [Cl:10][C:4]1[CH:3]=[C:2]([N:1]=[C:11]=[S:12])[CH:9]=[CH:8][C:5]=1[C:6]#[N:7]. The yield is 0.567. (6) The reactants are [F:1][CH:2]([F:18])[CH2:3][O:4][C@H:5]1[C@@H:10]([NH2:11])[CH2:9][CH2:8][N:7]([C:12](=[O:17])[C:13]([F:16])([F:15])[F:14])[CH2:6]1.[Cl:19][C:20]1[N:21]=[C:22]([C:27](O)=[O:28])[NH:23][C:24]=1[CH2:25][CH3:26].CCN=C=NCCCN(C)C.Cl.C1C=CC2N(O)N=NC=2C=1. The catalyst is ClCCl.CC(N(C)C)=O. The product is [Cl:19][C:20]1[N:21]=[C:22]([C:27]([NH:11][C@H:10]2[CH2:9][CH2:8][N:7]([C:12](=[O:17])[C:13]([F:16])([F:14])[F:15])[CH2:6][C@H:5]2[O:4][CH2:3][CH:2]([F:1])[F:18])=[O:28])[NH:23][C:24]=1[CH2:25][CH3:26]. The yield is 0.630. (7) The reactants are [Br:1][C:2]1[CH:7]=[CH:6][CH:5]=[CH:4][C:3]=1[S:8][C:9]1[CH:14]=[CH:13][C:12]([N+:15]([O-:17])=[O:16])=[CH:11][C:10]=1[S:18](O)=O. The yield is 0.610. The product is [Br:1][C:2]1[C:3]2[S:8][C:9]3[C:10](=[CH:11][C:12]([N+:15]([O-:17])=[O:16])=[CH:13][CH:14]=3)[S:18][C:4]=2[CH:5]=[CH:6][CH:7]=1. The catalyst is CS(O)(=O)=O.